This data is from Reaction yield outcomes from USPTO patents with 853,638 reactions. The task is: Predict the reaction yield, written as a fraction of the theoretical maximum amount of product (1.0 means a 100% yield; for example, 0.34 means a 34% yield). (1) The reactants are [CH3:1][O:2][CH:3]([O:29][CH3:30])[C:4]1[CH:23]=[CH:22][C:7]([O:8][CH2:9][CH2:10]C23C=CC=CC2C(NC3=O)=O)=[C:6]([O:24][CH3:25])[C:5]=1[N+:26]([O-:28])=[O:27].O.[NH2:32]N.O. The catalyst is C(O)C. The product is [CH3:1][O:2][CH:3]([O:29][CH3:30])[C:4]1[CH:23]=[CH:22][C:7]([O:8][CH2:9][CH2:10][NH2:32])=[C:6]([O:24][CH3:25])[C:5]=1[N+:26]([O-:28])=[O:27]. The yield is 1.00. (2) The reactants are [OH:1][CH2:2][C:3]1[CH:8]=[CH:7][C:6](B(O)O)=[CH:5][CH:4]=1.Br[CH2:13][C:14]1[CH:23]=[CH:22][C:17]([C:18]([O:20][CH3:21])=[O:19])=[CH:16][CH:15]=1.C([O-])([O-])=O.[K+].[K+]. The catalyst is C(#N)C.CCOC(C)=O.C1C=CC([P]([Pd]([P](C2C=CC=CC=2)(C2C=CC=CC=2)C2C=CC=CC=2)([P](C2C=CC=CC=2)(C2C=CC=CC=2)C2C=CC=CC=2)[P](C2C=CC=CC=2)(C2C=CC=CC=2)C2C=CC=CC=2)(C2C=CC=CC=2)C2C=CC=CC=2)=CC=1. The product is [CH3:21][O:20][C:18](=[O:19])[C:17]1[CH:22]=[CH:23][C:14]([CH2:13][C:6]2[CH:7]=[CH:8][C:3]([CH2:2][OH:1])=[CH:4][CH:5]=2)=[CH:15][CH:16]=1. The yield is 0.880. (3) The reactants are [O:1]1[C:5]2[CH:6]=[CH:7][C:8]([CH:10]3[CH2:14][C:13]([CH3:16])([CH3:15])[CH2:12][NH:11]3)=[CH:9][C:4]=2[O:3][CH2:2]1.[Cl:17][C:18]1[CH:25]=[C:24](F)[CH:23]=[CH:22][C:19]=1[C:20]#[N:21].CN1CCOCC1. No catalyst specified. The product is [O:1]1[C:5]2[CH:6]=[CH:7][C:8]([CH:10]3[CH2:14][C:13]([CH3:16])([CH3:15])[CH2:12][N:11]3[C:24]3[CH:23]=[CH:22][C:19]([C:20]#[N:21])=[C:18]([Cl:17])[CH:25]=3)=[CH:9][C:4]=2[O:3][CH2:2]1. The yield is 0.360. (4) The reactants are [Cl:1][C:2]1[CH:3]=[C:4]([O:9][CH3:10])[C:5]([NH2:8])=[N:6][CH:7]=1.[Br:11][C:12]1[CH:13]=[C:14]([S:18](Cl)(=[O:20])=[O:19])[CH:15]=[N:16][CH:17]=1. The catalyst is CO.C(Cl)Cl. The product is [Br:11][C:12]1[CH:13]=[C:14]([S:18]([NH:8][C:5]2[C:4]([O:9][CH3:10])=[CH:3][C:2]([Cl:1])=[CH:7][N:6]=2)(=[O:20])=[O:19])[CH:15]=[N:16][CH:17]=1. The yield is 0.120. (5) The reactants are Cl[C:2]1[N:7]=[C:6]2[CH2:8][CH2:9][CH2:10][C:5]2=[C:4]([Cl:11])[CH:3]=1.[Cl:12][C:13]1[CH:14]=[C:15](B(O)O)[CH:16]=[N:17][CH:18]=1.C([O-])([O-])=O.[Cs+].[Cs+].C1(C)C=CC=CC=1. The catalyst is C1C=CC([P]([Pd]([P](C2C=CC=CC=2)(C2C=CC=CC=2)C2C=CC=CC=2)([P](C2C=CC=CC=2)(C2C=CC=CC=2)C2C=CC=CC=2)[P](C2C=CC=CC=2)(C2C=CC=CC=2)C2C=CC=CC=2)(C2C=CC=CC=2)C2C=CC=CC=2)=CC=1.O.CCO. The product is [Cl:11][C:4]1[CH:3]=[C:2]([C:15]2[CH:16]=[N:17][CH:18]=[C:13]([Cl:12])[CH:14]=2)[N:7]=[C:6]2[CH2:8][CH2:9][CH2:10][C:5]=12. The yield is 0.300. (6) The reactants are [CH2:1](O)/[CH:2]=[CH:3]/[CH3:4].C(O[C:9]([O:14]CC)([O:11][CH2:12][CH3:13])[CH3:10])C.C(O)(=O)C. No catalyst specified. The product is [CH3:4][CH:3]([CH:2]=[CH2:1])[CH2:10][C:9]([O:11][CH2:12][CH3:13])=[O:14]. The yield is 0.710.